Task: Predict the product of the given reaction.. Dataset: Forward reaction prediction with 1.9M reactions from USPTO patents (1976-2016) Given the reactants CO[C:3]1[CH:11]=[CH:10][C:6]2[N:7]=[CH:8][S:9][C:5]=2[CH:4]=1.Br[C:13]1[N:18]=[CH:17][C:16](N)=[CH:15][CH:14]=1.CO[C:22]1N=CC(C2SC3C=CC=CC=3N=2)=C[N:23]=1.O.CCO[C:41](C)=[O:42], predict the reaction product. The product is: [CH3:41][O:42][C:11]1[CH:3]=[CH:4][C:5]2[S:9][C:8]([C:16]3[CH:15]=[CH:14][C:13]([NH:23][CH3:22])=[N:18][CH:17]=3)=[N:7][C:6]=2[CH:10]=1.